Dataset: Full USPTO retrosynthesis dataset with 1.9M reactions from patents (1976-2016). Task: Predict the reactants needed to synthesize the given product. (1) Given the product [Cl:82][C:80]1[CH:79]=[CH:78][C:77]([S:83]([CH2:86][CH3:87])(=[O:84])=[O:85])=[C:76]([CH:81]=1)[CH2:75][NH:74][C:73](=[O:88])[C:70]1[CH:71]=[CH:72][C:67]([CH2:66][N:22]2[CH2:23][CH2:24][C@@H:20]([O:19][CH3:18])[CH2:21]2)=[C:68]([C:89]([F:92])([F:90])[F:91])[CH:69]=1, predict the reactants needed to synthesize it. The reactants are: C(OC(=O)C1C=CC(CBr)=C(C(F)(F)F)C=1)C.[CH3:18][O:19][C@@H:20]1[CH2:24][CH2:23][NH:22][CH2:21]1.C(OC(=O)C1C=CC(CN2CC[C@@H](NC(OC(C)(C)C)=O)C2)=C(C(F)(F)F)C=1)C.C(OC(=O)N[C@@H]1CCN([CH2:66][C:67]2[CH:72]=[CH:71][C:70]([C:73](=[O:88])[NH:74][CH2:75][C:76]3[CH:81]=[C:80]([Cl:82])[CH:79]=[CH:78][C:77]=3[S:83]([CH2:86][CH3:87])(=[O:85])=[O:84])=[CH:69][C:68]=2[C:89]([F:92])([F:91])[F:90])C1)(C)(C)C.[OH-].[K+]. (2) Given the product [C:1]([O:5][C:6](=[O:26])[CH2:7][CH2:8][CH2:9][N:10]([CH2:11][C@H:12]([NH:14][C:15]1[CH:20]=[CH:19][C:18]([C:21]([F:23])([F:24])[F:22])=[C:17]([Cl:25])[CH:16]=1)[CH3:13])[C:40](=[O:41])[CH2:39][CH:38]([O:43][CH3:44])[O:37][CH3:36])([CH3:2])([CH3:3])[CH3:4], predict the reactants needed to synthesize it. The reactants are: [C:1]([O:5][C:6](=[O:26])[CH2:7][CH2:8][CH2:9][NH:10][CH2:11][C@H:12]([NH:14][C:15]1[CH:20]=[CH:19][C:18]([C:21]([F:24])([F:23])[F:22])=[C:17]([Cl:25])[CH:16]=1)[CH3:13])([CH3:4])([CH3:3])[CH3:2].[I-].ClC1C=CC=C[N+]=1C.[CH3:36][O:37][CH:38]([O:43][CH3:44])[CH2:39][C:40](O)=[O:41].C(N(CCCC)CCCC)CCC. (3) Given the product [ClH:1].[Cl:18][C:12]1[CH:13]=[C:14]([Cl:17])[CH:15]=[CH:16][C:11]=1[C:4]1[N:3]=[C:2]([N:32]2[CH2:33][CH2:34][CH2:35][CH:30]([NH:29][C:26]3[N:25]=[C:24]([NH2:36])[C:23]([N+:20]([O-:22])=[O:21])=[CH:28][CH:27]=3)[CH2:31]2)[C:7]2=[N:8][N:9]=[CH:10][N:6]2[N:5]=1, predict the reactants needed to synthesize it. The reactants are: [Cl:1][C:2]1[C:7]2=[N:8][N:9]=[CH:10][N:6]2[N:5]=[C:4]([C:11]2[CH:16]=[CH:15][C:14]([Cl:17])=[CH:13][C:12]=2[Cl:18])[N:3]=1.Cl.[N+:20]([C:23]1[C:24]([NH2:36])=[N:25][C:26]([NH:29][CH:30]2[CH2:35][CH2:34][CH2:33][NH:32][CH2:31]2)=[CH:27][CH:28]=1)([O-:22])=[O:21].C(N(CC)C(C)C)(C)C. (4) Given the product [CH3:3][CH:2]([C:4]1[N:8]([CH2:9][CH2:10][C@@H:11]([OH:19])[CH2:12][C@@H:13]([OH:18])[CH2:14][C:15]([OH:17])=[O:16])[C:7]([C:20]2[CH:25]=[CH:24][C:23]([F:26])=[CH:22][CH:21]=2)=[C:6]([C:27]2[CH:32]=[CH:31][CH:30]=[CH:29][CH:28]=2)[C:5]=1[C:33]([NH:35][C:36]1[CH:41]=[CH:40][CH:39]=[CH:38][CH:37]=1)=[O:34])[CH3:1], predict the reactants needed to synthesize it. The reactants are: [CH3:1][CH:2]([C:4]1[N:8]([CH2:9][CH2:10][C@@H:11]([OH:19])[CH2:12][C@@H:13]([OH:18])[CH2:14][C:15]([O-:17])=[O:16])[C:7]([C:20]2[CH:21]=[CH:22][C:23]([F:26])=[CH:24][CH:25]=2)=[C:6]([C:27]2[CH:28]=[CH:29][CH:30]=[CH:31][CH:32]=2)[C:5]=1[C:33]([NH:35][C:36]1[CH:37]=[CH:38][CH:39]=[CH:40][CH:41]=1)=[O:34])[CH3:3].[CH3:3][CH:2]([C:4]1[N:8]([CH2:9][CH2:10][C@@H:11]([OH:19])[CH2:12][C@@H:13]([OH:18])[CH2:14][C:15]([O-:17])=[O:16])[C:7]([C:20]2[CH:25]=[CH:24][C:23]([F:26])=[CH:22][CH:21]=2)=[C:6]([C:27]2[CH:32]=[CH:31][CH:30]=[CH:29][CH:28]=2)[C:5]=1[C:33]([NH:35][C:36]1[CH:41]=[CH:40][CH:39]=[CH:38][CH:37]=1)=[O:34])[CH3:1].[Ca+2]. (5) Given the product [C:5]([C:4]1[CH:7]=[C:8]([F:11])[CH:9]=[CH:10][C:3]=1[CH2:2][O:12][C:13]1[CH:18]=[C:17]([CH3:19])[N:16]([C:20]2[CH:21]=[C:22]([CH:27]=[CH:28][C:29]=2[CH3:30])[C:23]([O:25][CH3:26])=[O:24])[C:15](=[O:31])[CH:14]=1)#[N:6], predict the reactants needed to synthesize it. The reactants are: Br[CH2:2][C:3]1[CH:10]=[CH:9][C:8]([F:11])=[CH:7][C:4]=1[C:5]#[N:6].[OH:12][C:13]1[CH:18]=[C:17]([CH3:19])[N:16]([C:20]2[CH:21]=[C:22]([CH:27]=[CH:28][C:29]=2[CH3:30])[C:23]([O:25][CH3:26])=[O:24])[C:15](=[O:31])[CH:14]=1.C([O-])([O-])=O.[K+].[K+].C(O)(=O)CC(CC(O)=O)(C(O)=O)O. (6) Given the product [C:5]([O-:8])(=[O:7])[CH2:6][OH:12].[Co+2:9].[C:10]([O-:13])(=[O:12])[CH2:11][OH:7], predict the reactants needed to synthesize it. The reactants are: O.O.O.O.[C:5]([O-:8])(=[O:7])[CH3:6].[Co+2:9].[C:10]([O-:13])(=[O:12])[CH3:11]. (7) Given the product [CH:16]1([C@@H:19]([C:21]2[CH:26]=[CH:25][CH:24]=[CH:23][N:22]=2)[NH:20][C:12]([C:3]2[CH:4]=[C:5]3[C:9](=[CH:10][C:2]=2[F:1])[NH:8][N:7]=[C:6]3[I:11])=[O:14])[CH2:17][CH2:18]1, predict the reactants needed to synthesize it. The reactants are: [F:1][C:2]1[CH:10]=[C:9]2[C:5]([C:6]([I:11])=[N:7][NH:8]2)=[CH:4][C:3]=1[C:12]([OH:14])=O.Cl.[CH:16]1([C@@H:19]([C:21]2[CH:26]=[CH:25][CH:24]=[CH:23][N:22]=2)[NH2:20])[CH2:18][CH2:17]1.C1N(P(Cl)(N2C(=O)OCC2)=O)C(=O)OC1.CCN(C(C)C)C(C)C. (8) Given the product [Br:32][CH2:2][C:1]([CH:4]1[CH2:5][CH2:6][N:7]([C:10]([O:12][C:13]([CH3:16])([CH3:15])[CH3:14])=[O:11])[CH2:8][CH2:9]1)=[O:3], predict the reactants needed to synthesize it. The reactants are: [C:1]([CH:4]1[CH2:9][CH2:8][N:7]([C:10]([O:12][C:13]([CH3:16])([CH3:15])[CH3:14])=[O:11])[CH2:6][CH2:5]1)(=[O:3])[CH3:2].C[Si]([N-][Si](C)(C)C)(C)C.[Li+].C[Si](Cl)(C)C.[Br:32]Br. (9) The reactants are: [B:10]1([B:10]2[O:14][C:13]([CH3:16])([CH3:15])[C:12]([CH3:18])([CH3:17])[O:11]2)[O:14][C:13]([CH3:16])([CH3:15])[C:12]([CH3:18])([CH3:17])[O:11]1.CC([O-])=O.[K+].Br[C:25]1[CH:30]=[CH:29][C:28]([C:31]2[NH:35][C:34]([C@@H:36]3[CH2:40][CH2:39][CH2:38][N:37]3[C:41]([O:43][C:44]([CH3:47])([CH3:46])[CH3:45])=[O:42])=[N:33][CH:32]=2)=[CH:27][CH:26]=1. Given the product [CH3:16][C:13]1([CH3:15])[C:12]([CH3:17])([CH3:18])[O:11][B:10]([C:25]2[CH:26]=[CH:27][C:28]([C:31]3[NH:35][C:34]([C@@H:36]4[CH2:40][CH2:39][CH2:38][N:37]4[C:41]([O:43][C:44]([CH3:47])([CH3:46])[CH3:45])=[O:42])=[N:33][CH:32]=3)=[CH:29][CH:30]=2)[O:14]1, predict the reactants needed to synthesize it.